This data is from Reaction yield outcomes from USPTO patents with 853,638 reactions. The task is: Predict the reaction yield, written as a fraction of the theoretical maximum amount of product (1.0 means a 100% yield; for example, 0.34 means a 34% yield). The reactants are [CH:1]([C:4]1[CH:5]=[C:6]2[C:10](=[CH:11][CH:12]=1)[NH:9][C:8]([C:13]1[CH:18]=[C:17]([C:19]3[CH:24]=[CH:23][N:22]=[CH:21][CH:20]=3)[N:16]=[N:15][C:14]=1[O:25]C)=[CH:7]2)([CH3:3])[CH3:2].[OH-].[Na+]. The catalyst is CCO. The product is [CH:1]([C:4]1[CH:5]=[C:6]2[C:10](=[CH:11][CH:12]=1)[NH:9][C:8]([C:13]1[C:14](=[O:25])[NH:15][N:16]=[C:17]([C:19]3[CH:20]=[CH:21][N:22]=[CH:23][CH:24]=3)[CH:18]=1)=[CH:7]2)([CH3:3])[CH3:2]. The yield is 0.110.